From a dataset of NCI-60 drug combinations with 297,098 pairs across 59 cell lines. Regression. Given two drug SMILES strings and cell line genomic features, predict the synergy score measuring deviation from expected non-interaction effect. (1) Drug 1: CC1OCC2C(O1)C(C(C(O2)OC3C4COC(=O)C4C(C5=CC6=C(C=C35)OCO6)C7=CC(=C(C(=C7)OC)O)OC)O)O. Drug 2: CC1=C(N=C(N=C1N)C(CC(=O)N)NCC(C(=O)N)N)C(=O)NC(C(C2=CN=CN2)OC3C(C(C(C(O3)CO)O)O)OC4C(C(C(C(O4)CO)O)OC(=O)N)O)C(=O)NC(C)C(C(C)C(=O)NC(C(C)O)C(=O)NCCC5=NC(=CS5)C6=NC(=CS6)C(=O)NCCC[S+](C)C)O. Cell line: K-562. Synergy scores: CSS=44.6, Synergy_ZIP=7.77, Synergy_Bliss=8.63, Synergy_Loewe=3.87, Synergy_HSA=4.95. (2) Drug 1: CC(CN1CC(=O)NC(=O)C1)N2CC(=O)NC(=O)C2. Drug 2: CC1=CC=C(C=C1)C2=CC(=NN2C3=CC=C(C=C3)S(=O)(=O)N)C(F)(F)F. Cell line: CAKI-1. Synergy scores: CSS=24.0, Synergy_ZIP=-10.2, Synergy_Bliss=-6.68, Synergy_Loewe=-6.78, Synergy_HSA=-4.84. (3) Drug 1: C1CCC(C1)C(CC#N)N2C=C(C=N2)C3=C4C=CNC4=NC=N3. Drug 2: CC1=C2C(C(=O)C3(C(CC4C(C3C(C(C2(C)C)(CC1OC(=O)C(C(C5=CC=CC=C5)NC(=O)OC(C)(C)C)O)O)OC(=O)C6=CC=CC=C6)(CO4)OC(=O)C)O)C)O. Cell line: SK-MEL-2. Synergy scores: CSS=20.3, Synergy_ZIP=10.8, Synergy_Bliss=11.3, Synergy_Loewe=-32.5, Synergy_HSA=6.78. (4) Drug 1: CC1C(C(CC(O1)OC2CC(CC3=C2C(=C4C(=C3O)C(=O)C5=C(C4=O)C(=CC=C5)OC)O)(C(=O)CO)O)N)O.Cl. Drug 2: CC12CCC3C(C1CCC2O)C(CC4=C3C=CC(=C4)O)CCCCCCCCCS(=O)CCCC(C(F)(F)F)(F)F. Cell line: DU-145. Synergy scores: CSS=60.3, Synergy_ZIP=-2.26, Synergy_Bliss=-0.884, Synergy_Loewe=-3.90, Synergy_HSA=-0.000000556. (5) Drug 1: C1=C(C(=O)NC(=O)N1)N(CCCl)CCCl. Drug 2: CN(C)C1=NC(=NC(=N1)N(C)C)N(C)C. Cell line: NCI-H522. Synergy scores: CSS=19.1, Synergy_ZIP=-0.815, Synergy_Bliss=-3.22, Synergy_Loewe=-16.7, Synergy_HSA=-5.85.